This data is from Full USPTO retrosynthesis dataset with 1.9M reactions from patents (1976-2016). The task is: Predict the reactants needed to synthesize the given product. (1) Given the product [Cl:19][C:20]1[CH:25]=[C:24]([OH:26])[CH:23]=[N:22][C:21]=1[O:18][C:15]1[CH:16]=[C:17]2[C:12](=[CH:13][CH:14]=1)[N:11]=[CH:10][N:9]=[C:8]2[NH:7][C:4]1[CH:5]=[CH:6][N:2]([CH3:1])[N:3]=1, predict the reactants needed to synthesize it. The reactants are: [CH3:1][N:2]1[CH:6]=[CH:5][C:4]([NH:7][C:8]2[C:17]3[C:12](=[CH:13][CH:14]=[C:15]([OH:18])[CH:16]=3)[N:11]=[CH:10][N:9]=2)=[N:3]1.[Cl:19][C:20]1[C:21](F)=[N:22][CH:23]=[C:24]([O:26]CCC2OCCO2)[CH:25]=1. (2) Given the product [C:16]([O:15][CH3:13])(=[O:20])[CH3:17].[CH3:8][CH2:9][CH2:10][CH2:7][CH2:5][CH3:6].[CH2:24]([O:23][C:21](=[O:22])[CH:17]([CH:16]=[O:15])[CH2:18][CH3:19])[CH3:25], predict the reactants needed to synthesize it. The reactants are: C(N[CH:5]([CH3:7])[CH3:6])(C)C.[CH2:8]([Li])[CH2:9][CH2:10]C.[CH2:13]([O:15][C:16](=[O:20])[CH2:17][CH2:18][CH3:19])C.[CH:21]([O:23][CH2:24][CH3:25])=[O:22].